From a dataset of Full USPTO retrosynthesis dataset with 1.9M reactions from patents (1976-2016). Predict the reactants needed to synthesize the given product. (1) The reactants are: Cl[CH:2]([CH3:6])[C:3](O)=O.C(N(CC)CC)C.[Cl:14][C:15]1[N:20]=[N:19][C:18]([NH2:21])=[CH:17][CH:16]=1.P(Cl)(Cl)([Cl:24])=O. Given the product [Cl:24][C:3]1[N:21]=[C:18]2[CH:17]=[CH:16][C:15]([Cl:14])=[N:20][N:19]2[C:2]=1[CH3:6], predict the reactants needed to synthesize it. (2) Given the product [Br:1][C:2]1[CH:14]=[N:13][C:12]2[C:11]3[CH:10]=[CH:9][C:8]([S:15]([CH3:16])=[O:20])=[CH:7][C:6]=3[NH:5][C:4]=2[CH:3]=1, predict the reactants needed to synthesize it. The reactants are: [Br:1][C:2]1[CH:14]=[N:13][C:12]2[C:11]3[CH:10]=[CH:9][C:8]([S:15][CH3:16])=[CH:7][C:6]=3[NH:5][C:4]=2[CH:3]=1.C1C(=O)N(Br)C(=[O:20])C1. (3) Given the product [Br:1][C:2]1[CH:7]=[C:6]([O:8][CH3:9])[CH:5]=[C:4]2[C:3]=1[CH:12]=[CH:11][NH:10]2, predict the reactants needed to synthesize it. The reactants are: [Br:1][C:2]1[CH:3]=[C:4]([N:10](O)[C:11](=O)[CH3:12])[CH:5]=[C:6]([O:8][CH3:9])[CH:7]=1.C(OC=C)(=O)C.[OH-].[Na+].Cl.C([O-])([O-])=O.[Na+].[Na+]. (4) Given the product [F:1][C:2]1[CH:9]=[C:8]([O:10][CH2:24][C:14]2[C:15]([C:18]3[CH:19]=[CH:20][CH:21]=[CH:22][CH:23]=3)=[N:16][O:17][C:13]=2[CH3:12])[CH:7]=[C:6]([F:11])[C:3]=1[CH2:4][O:5][C:27]([N:29]1[C@H:34]([CH3:35])[CH2:33][NH:32][CH2:31][C@@H:30]1[CH3:43])=[O:28], predict the reactants needed to synthesize it. The reactants are: [F:1][C:2]1[CH:9]=[C:8]([OH:10])[CH:7]=[C:6]([F:11])[C:3]=1[CH2:4][OH:5].[CH3:12][C:13]1[O:17][N:16]=[C:15]([C:18]2[CH:23]=[CH:22][CH:21]=[CH:20][CH:19]=2)[C:14]=1[CH2:24]O.Cl[C:27]([N:29]1[C@H:34]([CH3:35])[CH2:33][N:32](C(OC(C)(C)C)=O)[CH2:31][C@@H:30]1[CH3:43])=[O:28].